Binary Classification. Given a miRNA mature sequence and a target amino acid sequence, predict their likelihood of interaction. From a dataset of Experimentally validated miRNA-target interactions with 360,000+ pairs, plus equal number of negative samples. (1) The protein sequence of the target gene is MNIDVEFHIRHNYPWSKLPTNVKQSLGNSQREYEKQVVLYSIRNQLRYRNNLVKHVKKDERKYYEELLKYSRDHLMLYPYHLSDIMVKGLRITPFSYYAGIMEDIMNSEKSYDSLPNFTAADCLRLLGIGRNQYIDLMNQCRSSKKFFRRKTARDLLPMKPVEIAIEAWWVVQAGYITEDDIKICTFPEKGAIDKIIDSGPQLSGSLDYNVVHSLYNKGFIYLDVPISDDSCIAVPPLEGFVMNRVQGDYFETLLYKIFVSIDEHTNVAELANVLEIDLSLVKNAVSMYCRLGFAHKKGQ.... Result: 0 (no interaction). The miRNA is mmu-miR-3067-5p with sequence AGUUCUCAGGCCCGCUGUGGUGU. (2) The miRNA is hsa-miR-3664-3p with sequence UCUCAGGAGUAAAGACAGAGUU. The protein sequence of the target gene is MEELDALLEELERSTLQDSDEYSNPAPLPLDQHSRKETNLDETSEILSIQDNTSPLPAQLVYTTNIQELNVYSEAQEPKESPPPSKTSAAAQLDELMAHLTEMQAKVAVRADAGKKHLPDKQDHKASLDSMLGGLEQELQDLGIATVPKGHCASCQKPIAGKVIHALGQSWHPEHFVCTHCKEEIGSSPFFERSGLAYCPNDYHQLFSPRCAYCAAPILDKVLTAMNQTWHPEHFFCSHCGEVFGAEGFHEKDKKPYCRKDFLAMFSPKCGGCNRPVLENYLSAMDTVWHPECFVCGDCF.... Result: 1 (interaction). (3) Result: 0 (no interaction). The miRNA is rno-miR-138-5p with sequence AGCUGGUGUUGUGAAUCAGGCCG. The protein sequence of the target gene is MALRELKVCLLGDTGVGKSSIVWRFVEDSFDPNINPTIGASFMTKTVQYQNELHKFLIWDTAGQERFRALAPMYYRGSAAAIIVYDITKEETFSTLKNWVKELRQHGPPNIVVAIAGNKCDLIDVREVMERDAKDYADSIHAIFVETSAKNAININELFIEISRRIPSTDANLPSGGKGFKLRRQPSEPKRSCC. (4) The miRNA is hsa-miR-548b-5p with sequence AAAAGUAAUUGUGGUUUUGGCC. The protein sequence of the target gene is MLSKLASLQTIAALRRGVHTSVASATSVATKKTEQGPPSSEYIFERESKYGAHNYHPLPVALERGKGIYMWDVEGRQYFDFLSAYGAVSQGHCHPKIIDAMKSQVDKLTLTSRAFYNNVLGEYEEYITKLFNYNKVLPMNTGVEAGETACKLARRWGYTVKGIQKYKAKIVFADGNFWGRTLSAISSSTDPTSYDGFGPFMPGFETIPYNDLPALERALQDPNVAAFMVEPIQGEAGVIVPDPGYLTGVRELCTRHQVLFIADEIQTGLARTGRWLAVDHENVRPDMVLLGKALSGGLYP.... Result: 0 (no interaction). (5) The miRNA is hsa-miR-6772-5p with sequence UGGGUGUAGGCUGGAGCUGAGG. The protein sequence of the target gene is MARRFQEELAAFLFEYDTPRMVLVRNKKVGVIFRLIQLVVLVYVIGWVFLYEKGYQTSSGLISSVSVKLKGLAVTQLPGLGPQVWDVADYVFPAQGDNSFVVMTNFIVTPKQTQGYCAEHPEGGICKEDSGCTPGKAKRKAQGIRTGKCVAFNDTVKTCEIFGWCPVEVDDDIPRPALLREAENFTLFIKNSISFPRFKVNRRNLVEEVNAAHMKTCLFHKTLHPLCPVFQLGYVVQESGQNFSTLAEKGGVVGITIDWHCDLDWHVRHCRPIYEFHGLYEEKNLSPGFNFRFARHFVEN.... Result: 0 (no interaction). (6) The miRNA is hsa-miR-8076 with sequence UAUAUGGACUUUUCUGAUACAAUG. The protein sequence of the target gene is MALPRCMWPNYVWRAMMACVVHRGSGAPLTLCLLGCLLQTFHVLSQKLDDVDPLVTTNFGKIRGIKKELNNEILGPVIQFLGVPYAAPPTGEHRFQPPEPPSPWSDIRNATQFAPVCPQNIIDGRLPEVMLPVWFTNNLDVVSSYVQDQSEDCLYLNIYVPTEDGPLTKKHTDDLGDNDGAEDEDIRDSGGPKPVMVYIHGGSYMEGTGNLYDGSVLASYGNVIVITVNYRLGVLGFLSTGDQAAKGNYGLLDLIQALRWTSENIGFFGGDPLRITVFGSGAGGSCVNLLTLSHYSEGNR.... Result: 0 (no interaction). (7) The miRNA is hsa-miR-525-3p with sequence GAAGGCGCUUCCCUUUAGAGCG. The protein sequence of the target gene is MAAANPWDPASSQTAAGLLLNHLVASGIVTKEMLDVSKKMAPCFVNFSRLQQISDIQAEIYQNNLELELLKLEKDTADLIHPSHLIEKCDVLQSMNNHLEAVLKEKHAIRQRLLRPMCQENLPLEAVYHRYVVHMLDLAVTFIEKFETHLETVKNSPHLDANLKQMSKALAKMDILVNKTEELAENILKWRELQTEISLYIPKMLTEERHLHELDIVPPLPFFPKAHTETSRAK. Result: 0 (no interaction). (8) Result: 1 (interaction). The protein sequence of the target gene is MSCTIEKILTDAKTLLERLREHDAAAESLVDQSAALHRRVAAMREAGTALPDQYQEDASDMKDMSKYKPHILLSQENTQIRDLQQENRELWISLEEHQDALELIMSKYRKQMLQLMVAKKAVDAEPVLKAHQSHSAEIESQIDRICEMGEVMRKAVQVDDDQFCKIQEKLAQLELENKELRELLSISSESLQARKENSMDTASQAIK. The miRNA is hsa-miR-4768-3p with sequence CCAGGAGAUCCAGAGAGAAU. (9) The miRNA is hsa-miR-154-3p with sequence AAUCAUACACGGUUGACCUAUU. The protein sequence of the target gene is MEPPDARAGLLWLTFLLSGYSGAQAELHVSVPPRVEVMRGEQVALDCTPREHPEHYVLEWFLVDGTGARHRLASVEPQGSEFLGTVHSLGRVPPYEVDSRGRLVIAKVQVGDGRDYVCVVKAGAAGTSEATSSVRVFATPEDTEVSPNKGTLSVMDQFAQEIATCSSNNGNPVPRITWYRNGQRLEVPMEVNQKGYITIRTVREASGLYSLTSTLYLRLHKDDRDANFHCAAHYDLPSGQHGRLDSHTFRLTLHYPTEHVEFWVGSPSTTEGWVREGDAVQLLCQGDGSPSPEYSFFRQQ.... Result: 0 (no interaction). (10) The miRNA is rno-miR-26b-5p with sequence UUCAAGUAAUUCAGGAUAGGU. The protein sequence of the target gene is MASVSLLSALAVRLLRPTHGCHPRLQPFHLAAVRNEAVVISGRKLAQQIKQEVQQEVEEWVASGNKRPHLSVILVGDNPASHSYVLNKTRAAAEVGINSETIVKPASVSEEELLNSIRKLNNDENVDGLLVQLPLPEHIDERKVCNAVSPDKDVDGFHVINVGRMCLDQYSMLPATPWGVWEIIKRTGIPTLGKNVVVAGRSKNVGMPIAMLLHTDGAHERPGGDATVTISHRYTPKEQLKKHTILADIVISAAGIPNLITADMIKEGAAVIDVGINRVQDPVTAKPKLVGDVDFEGVKK.... Result: 0 (no interaction).